This data is from Forward reaction prediction with 1.9M reactions from USPTO patents (1976-2016). The task is: Predict the product of the given reaction. (1) Given the reactants CCN(C(C)C)C(C)C.[CH3:10][N:11]1[CH:15]=[C:14]([C:16]2[CH:24]=[CH:23][C:19]([C:20]([OH:22])=O)=[CH:18][CH:17]=2)[CH:13]=[N:12]1.C1C=CC2N(O)N=NC=2C=1.CCN=C=NCCCN(C)C.FC(F)(F)C(O)=O.[NH2:53][CH2:54][C:55]([N:57]1[CH2:62][CH2:61][N:60]([C:63](=[O:74])[C:64]2[CH:69]=[CH:68][CH:67]=[CH:66][C:65]=2[C:70]([F:73])([F:72])[F:71])[CH2:59][CH2:58]1)=[O:56], predict the reaction product. The product is: [CH3:10][N:11]1[CH:15]=[C:14]([C:16]2[CH:17]=[CH:18][C:19]([C:20]([NH:53][CH2:54][C:55](=[O:56])[N:57]3[CH2:58][CH2:59][N:60]([C:63](=[O:74])[C:64]4[CH:69]=[CH:68][CH:67]=[CH:66][C:65]=4[C:70]([F:71])([F:73])[F:72])[CH2:61][CH2:62]3)=[O:22])=[CH:23][CH:24]=2)[CH:13]=[N:12]1. (2) Given the reactants [ClH:1].[N:2]12[CH2:11][CH:6]3[CH2:7][CH:8]([CH2:10][CH:4]([C@H:5]3[NH2:12])[CH2:3]1)[CH2:9]2.[S:13]1[C:17]([C:18](O)=[O:19])=[CH:16][C:15]2[S:21][CH:22]=[CH:23][C:14]1=2.N, predict the reaction product. The product is: [ClH:1].[N:2]12[CH2:11][CH:6]3[CH2:7][CH:8]([CH2:10][CH:4]([C@H:5]3[NH:12][C:18]([C:17]3[S:13][C:14]4[CH:23]=[CH:22][S:21][C:15]=4[CH:16]=3)=[O:19])[CH2:3]1)[CH2:9]2. (3) Given the reactants [Br:1][C:2]1[C:3]([O:11][CH2:12][CH3:13])=[CH:4][C:5](F)=[C:6]([CH:9]=1)[C:7]#[N:8].[CH3:14][NH:15][CH3:16], predict the reaction product. The product is: [Br:1][C:2]1[C:3]([O:11][CH2:12][CH3:13])=[CH:4][C:5]([N:15]([CH3:16])[CH3:14])=[C:6]([CH:9]=1)[C:7]#[N:8]. (4) Given the reactants [CH3:1][C:2]1[N:3]=[C:4]([C:14]2[CH:19]=[CH:18][CH:17]=[CH:16][CH:15]=2)[O:5][C:6]=1[C:7]1[CH:8]=[C:9]([CH2:12][NH2:13])[NH:10][N:11]=1.[C:20]([O:23][CH2:24][CH3:25])(=[O:22])C, predict the reaction product. The product is: [CH2:24]([O:23][C:20](=[O:22])[NH:13][CH2:12][C:9]1[NH:10][N:11]=[C:7]([C:6]2[O:5][C:4]([C:14]3[CH:19]=[CH:18][CH:17]=[CH:16][CH:15]=3)=[N:3][C:2]=2[CH3:1])[CH:8]=1)[CH3:25]. (5) Given the reactants [CH3:1][C:2]1([CH2:7][C:8]([OH:10])=O)[O:6][CH2:5][CH2:4][O:3]1.F[P-](F)(F)(F)(F)F.N1(OC(N(C)C)=[N+](C)C)C2N=CC=CC=2N=N1.C(N(CC)C(C)C)(C)C.[NH2:44][C:45]1[CH:46]=[C:47]2[C:51](=[CH:52][CH:53]=1)[N:50]([CH2:54][C:55]1[CH:60]=[CH:59][CH:58]=[CH:57][C:56]=1[F:61])[C:49]([C:62]([O:64][CH2:65][CH3:66])=[O:63])=[CH:48]2, predict the reaction product. The product is: [F:61][C:56]1[CH:57]=[CH:58][CH:59]=[CH:60][C:55]=1[CH2:54][N:50]1[C:51]2[C:47](=[CH:46][C:45]([NH:44][C:8](=[O:10])[CH2:7][C:2]3([CH3:1])[O:3][CH2:4][CH2:5][O:6]3)=[CH:53][CH:52]=2)[CH:48]=[C:49]1[C:62]([O:64][CH2:65][CH3:66])=[O:63]. (6) Given the reactants C(OC(=O)[N:7]([CH2:12][C:13]1[CH:18]=[CH:17][C:16]([C:19]2[CH:24]=[CH:23][C:22]([N:25]3[CH2:29][C@H:28]([CH2:30][NH:31][C:32](=[O:34])[CH3:33])[O:27][C:26]3=[O:35])=[CH:21][C:20]=2[F:36])=[CH:15][CH:14]=1)[CH2:8][CH2:9][CH2:10][F:11])(C)(C)C.[ClH:38], predict the reaction product. The product is: [ClH:38].[F:36][C:20]1[CH:21]=[C:22]([N:25]2[CH2:29][C@H:28]([CH2:30][NH:31][C:32](=[O:34])[CH3:33])[O:27][C:26]2=[O:35])[CH:23]=[CH:24][C:19]=1[C:16]1[CH:17]=[CH:18][C:13]([CH2:12][NH:7][CH2:8][CH2:9][CH2:10][F:11])=[CH:14][CH:15]=1. (7) Given the reactants [Br:1][C:2]1[CH:7]=[C:6]([CH3:8])[C:5]([N+:9]([O-])=O)=[CH:4][N:3]=1.N12CCCN=C1CCCCC2.O.[C:24](OCC)(=O)[C:25]([O:27][CH2:28][CH3:29])=[O:26], predict the reaction product. The product is: [CH2:28]([O:27][C:25]([C:24]1[NH:9][C:5]2=[CH:4][N:3]=[C:2]([Br:1])[CH:7]=[C:6]2[CH:8]=1)=[O:26])[CH3:29].